From a dataset of Full USPTO retrosynthesis dataset with 1.9M reactions from patents (1976-2016). Predict the reactants needed to synthesize the given product. Given the product [I:19][C:2]1[CH:10]=[CH:9][CH:8]=[C:4]([C:5]([OH:7])=[O:6])[C:3]=1[C:11]([OH:13])=[O:12], predict the reactants needed to synthesize it. The reactants are: N[C:2]1[CH:10]=[CH:9][CH:8]=[C:4]([C:5]([OH:7])=[O:6])[C:3]=1[C:11]([OH:13])=[O:12].[N+]([O-])([O-])=O.[Na+].[I-:19].[K+].NC(N)=O.S([O-])([O-])(=O)=S.[Na+].[Na+].